This data is from Catalyst prediction with 721,799 reactions and 888 catalyst types from USPTO. The task is: Predict which catalyst facilitates the given reaction. (1) Reactant: [S:1]1[CH:5]=[CH:4][C:3]2[CH2:6][CH2:7][C:8](=[O:9])[C:2]1=2.Cl.[NH2:11]O.CC([O-])=O.[Na+]. Product: [S:1]1[C:2]2[C:8](=[O:9])[NH:11][CH2:7][CH2:6][C:3]=2[CH:4]=[CH:5]1. The catalyst class is: 5. (2) Reactant: [OH:1][C:2]1[CH:9]=[CH:8][C:7]([CH3:10])=[CH:6][C:3]=1[CH:4]=[O:5].[OH-].[Na+].[OH-].[CH2:14]([N+](CCCC)(CCCC)CCCC)CCC.IC. Product: [CH3:14][O:1][C:2]1[CH:9]=[CH:8][C:7]([CH3:10])=[CH:6][C:3]=1[CH:4]=[O:5]. The catalyst class is: 46. (3) The catalyst class is: 25. Product: [CH3:2][C:3]1[CH:8]=[CH:7][C:6]([O:9][CH2:10][C:11]([F:13])([F:12])[F:14])=[CH:5][N:4]=1. Reactant: N[CH2:2][C:3]1[CH:8]=[CH:7][C:6]([O:9][CH2:10][C:11]([F:14])([F:13])[F:12])=[CH:5][N:4]=1.[N-]=[N+]=[N-].[Na+].BrCC1C=CC(OCC(F)(F)F)=CN=1. (4) Reactant: Cl.[CH3:2][O:3][CH2:4][CH2:5][NH:6][CH3:7].C1(=O)CCCC1.[C-]#N.[K+].CN(C)[C:19]1([C:24]#[N:25])[CH2:23][CH2:22][CH2:21][CH2:20]1. Product: [CH3:7][N:6]([CH2:5][CH2:4][O:3][CH3:2])[C:19]1([C:24]#[N:25])[CH2:23][CH2:22][CH2:21][CH2:20]1. The catalyst class is: 6. (5) Reactant: [C:1]([O:5][C:6]([N:8]([CH3:34])[C:9]([CH2:30][CH2:31][CH:32]=O)([CH2:17][CH2:18][CH2:19][CH2:20][B:21]1[O:25][C:24]([CH3:27])([CH3:26])[C:23]([CH3:29])([CH3:28])[O:22]1)[C:10]([O:12][C:13]([CH3:16])([CH3:15])[CH3:14])=[O:11])=[O:7])([CH3:4])([CH3:3])[CH3:2].[NH:35]1[CH2:39][CH2:38][CH2:37][CH2:36]1.C(O[BH-](OC(=O)C)OC(=O)C)(=O)C.[Na+]. Product: [C:1]([O:5][C:6]([N:8]([CH3:34])[C:9]([CH2:30][CH2:31][CH2:32][N:35]1[CH2:39][CH2:38][CH2:37][CH2:36]1)([CH2:17][CH2:18][CH2:19][CH2:20][B:21]1[O:25][C:24]([CH3:26])([CH3:27])[C:23]([CH3:29])([CH3:28])[O:22]1)[C:10]([O:12][C:13]([CH3:14])([CH3:15])[CH3:16])=[O:11])=[O:7])([CH3:2])([CH3:4])[CH3:3]. The catalyst class is: 26. (6) Reactant: [B-](F)(F)(F)F.C1C=CN=CC=1.C1C=CN=CC=1.[IH2+:18].[CH3:19][O:20][C:21]1[CH:26]=[CH:25][C:24]([CH:27]([C:37]2[CH:42]=[CH:41][C:40]([O:43][C:44](=[O:49])[C:45]([CH3:48])([CH3:47])[CH3:46])=[CH:39][CH:38]=2)[CH:28]([C:31]2[CH:36]=[CH:35][CH:34]=[CH:33][CH:32]=2)[CH:29]=[CH2:30])=[CH:23][CH:22]=1.[Cl-].[NH4+]. Product: [I:18][CH:29]1[CH:28]([C:31]2[CH:36]=[CH:35][CH:34]=[CH:33][CH:32]=2)[CH:27]([C:37]2[CH:38]=[CH:39][C:40]([O:43][C:44](=[O:49])[C:45]([CH3:48])([CH3:47])[CH3:46])=[CH:41][CH:42]=2)[C:24]2[C:23](=[CH:22][C:21]([O:20][CH3:19])=[CH:26][CH:25]=2)[CH2:30]1. The catalyst class is: 2. (7) The catalyst class is: 123. Product: [NH2:18][C:8]1[CH:7]=[C:6]([S:3]([NH:2][CH3:1])(=[O:4])=[O:5])[CH:11]=[CH:10][C:9]=1[N:12]1[CH2:17][CH2:16][O:15][CH2:14][CH2:13]1. Reactant: [CH3:1][NH:2][S:3]([C:6]1[CH:11]=[CH:10][C:9]([N:12]2[CH2:17][CH2:16][O:15][CH2:14][CH2:13]2)=[C:8]([N+:18]([O-])=O)[CH:7]=1)(=[O:5])=[O:4].